From a dataset of Catalyst prediction with 721,799 reactions and 888 catalyst types from USPTO. Predict which catalyst facilitates the given reaction. (1) Reactant: [CH2:1]([N:8]([C:14]([O:16][CH2:17][C:18]1[CH:23]=[CH:22][CH:21]=[CH:20]C=1)=[O:15])[CH2:9][CH2:10][C:11]([OH:13])=O)[C:2]1[CH:7]=[CH:6][CH:5]=[CH:4][CH:3]=1.C(N(CC)CC)C.C(Cl)(=O)C(C)(C)C.[Li+].[Cl-].[CH2:40]([C@@H:47]1[CH2:51][O:50][C:49](=[O:52])[NH:48]1)[C:41]1[CH:46]=[CH:45][CH:44]=[CH:43][CH:42]=1. Product: [C:17]1([O:16][C:14](=[O:15])[N:8]([CH2:1][C:2]2[CH:3]=[CH:4][CH:5]=[CH:6][CH:7]=2)[CH2:9][CH2:10][C:11]([N:48]2[C@H:47]([CH2:40][C:41]3[CH:46]=[CH:45][CH:44]=[CH:43][CH:42]=3)[CH2:51][O:50][C:49]2=[O:52])=[O:13])[CH:18]=[CH:23][CH:22]=[CH:21][CH:20]=1. The catalyst class is: 1. (2) Reactant: [C:1]([O:5][C:6](=[O:17])/[CH:7]=[CH:8]/[C:9]1[CH:14]=[CH:13][CH:12]=[C:11]([CH:15]=O)[N:10]=1)([CH3:4])([CH3:3])[CH3:2].[CH:18]([N:21]1[CH2:26][CH2:25][N:24]([C:27]2[CH:28]=[C:29]([C:33](=[O:35])[CH3:34])[CH:30]=[CH:31][CH:32]=2)[CH2:23][CH2:22]1)([CH3:20])[CH3:19].[OH-].[K+]. Product: [C:1]([O:5][C:6](=[O:17])/[CH:7]=[CH:8]/[C:9]1[CH:14]=[CH:13][CH:12]=[C:11](/[CH:15]=[CH:34]/[C:33]([C:29]2[CH:30]=[CH:31][CH:32]=[C:27]([N:24]3[CH2:25][CH2:26][N:21]([CH:18]([CH3:20])[CH3:19])[CH2:22][CH2:23]3)[CH:28]=2)=[O:35])[N:10]=1)([CH3:4])([CH3:3])[CH3:2]. The catalyst class is: 1. (3) Reactant: [OH:1][C:2]1[CH:10]=[C:9]([O:11][CH2:12][C:13](=[O:28])[C:14]2[CH:23]=[CH:22][C:21]3[C:20]([CH3:25])([CH3:24])[CH2:19][CH2:18][C:17]([CH3:27])([CH3:26])[C:16]=3[CH:15]=2)[CH:8]=[CH:7][C:3]=1[C:4]([OH:6])=[O:5]. Product: [OH:1][C:2]1[CH:10]=[C:9]([O:11][CH2:12][C:13](=[O:28])[C:14]2[CH:23]=[CH:22][C:21]3[C:20]([CH3:24])([CH3:25])[CH2:19][CH2:18][C:17]([CH3:27])([CH3:26])[C:16]=3[CH:15]=2)[CH:8]=[CH:7][C:3]=1[C:4]([O:6][CH2:2][CH:3]([CH3:7])[CH3:4])=[O:5]. The catalyst class is: 619. (4) Reactant: C(=O)([O-])[O-].[K+].[K+].[Cl:7][C:8]1[CH:13]=[C:12]([N+:14]([O-])=O)[CH:11]=[CH:10][C:9]=1F.[N:18]1[CH:19]=[N:20][N:21]2[CH:26]=[CH:25][C:24]([OH:27])=[CH:23][C:22]=12. Product: [Cl:7][C:8]1[CH:13]=[C:12]([CH:11]=[CH:10][C:9]=1[O:27][C:24]1[CH:25]=[CH:26][N:21]2[N:20]=[CH:19][N:18]=[C:22]2[CH:23]=1)[NH2:14]. The catalyst class is: 9. (5) Product: [CH3:59][N:60]([CH3:66])[CH2:61][CH2:62][CH2:63][CH2:64][NH:65][C:56]([C:53]1[CH:52]=[CH:51][C:50]([C:45]2[CH:46]=[CH:47][CH:48]=[CH:49][C:44]=2[CH2:43][S:42][CH2:41][CH2:40][O:33][C:34]2[CH:39]=[CH:38][CH:37]=[CH:36][CH:35]=2)=[CH:55][CH:54]=1)=[O:57]. Reactant: CN(C)CCCNC(C1C=C(C2C=CC(CSCCOC3C=CC=CC=3)=CC=2)C=CC=1)=O.[O:33]([CH2:40][CH2:41][S:42][CH2:43][C:44]1[CH:49]=[CH:48][CH:47]=[CH:46][C:45]=1[C:50]1[CH:55]=[CH:54][C:53]([C:56](O)=[O:57])=[CH:52][CH:51]=1)[C:34]1[CH:39]=[CH:38][CH:37]=[CH:36][CH:35]=1.[CH3:59][N:60]([CH3:66])[CH2:61][CH2:62][CH2:63][CH2:64][NH2:65]. The catalyst class is: 1. (6) Reactant: [CH3:1][NH:2][CH2:3][CH2:4][OH:5].C(O)(=O)C.[OH:10][C:11]1[CH:18]=[CH:17][C:16]([N+:19]([O-:21])=[O:20])=[CH:15][C:12]=1[CH:13]=O.C(O[BH-](OC(=O)C)OC(=O)C)(=O)C.[Na+]. Product: [OH:5][CH2:4][CH2:3][N:2]([CH2:13][C:12]1[CH:15]=[C:16]([N+:19]([O-:21])=[O:20])[CH:17]=[CH:18][C:11]=1[OH:10])[CH3:1]. The catalyst class is: 36. (7) Reactant: COC1C=C(OC)C=CC=1C[NH:6][C:7]1[N:8]=[C:9]([CH3:16])[CH:10]=[C:11]2[CH:15]=[CH:14][S:13][C:12]=12. Product: [CH3:16][C:9]1[CH:10]=[C:11]2[CH:15]=[CH:14][S:13][C:12]2=[C:7]([NH2:6])[N:8]=1. The catalyst class is: 55. (8) Reactant: Cl.[NH2:2][C@@H:3]1[CH2:8][CH2:7][C@H:6]([NH:9][C:10](=[O:27])[C:11]2[CH:16]=[C:15]([F:17])[CH:14]=[N:13][C:12]=2[O:18][C:19]2[CH:24]=[CH:23][CH:22]=[C:21]([S:25][CH3:26])[CH:20]=2)[CH2:5][CH2:4]1.C(N(CC)CC)C.[CH:35]1([C:39](O)=[O:40])[CH2:38][CH2:37][CH2:36]1.Cl.CN(C)CCCN=C=NCC.ON1C2C=CC=CC=2N=N1. Product: [CH:35]1([C:39]([NH:2][C@@H:3]2[CH2:8][CH2:7][C@H:6]([NH:9][C:10](=[O:27])[C:11]3[CH:16]=[C:15]([F:17])[CH:14]=[N:13][C:12]=3[O:18][C:19]3[CH:24]=[CH:23][CH:22]=[C:21]([S:25][CH3:26])[CH:20]=3)[CH2:5][CH2:4]2)=[O:40])[CH2:38][CH2:37][CH2:36]1. The catalyst class is: 9.